Dataset: Retrosynthesis with 50K atom-mapped reactions and 10 reaction types from USPTO. Task: Predict the reactants needed to synthesize the given product. (1) Given the product CC(C)C(=O)N[C@H]1CC[C@H](CCN2CCC(c3cccc4c3OCO4)CC2)CC1, predict the reactants needed to synthesize it. The reactants are: CC(C)C(=O)O.N[C@H]1CC[C@H](CCN2CCC(c3cccc4c3OCO4)CC2)CC1. (2) Given the product O=C(NCCc1c[nH]c2ccc(Cl)cc12)c1cccc(-c2ccc(C(F)(F)F)cc2)c1, predict the reactants needed to synthesize it. The reactants are: O=C(NCCc1c[nH]c2ccc(Cl)cc12)c1cccc(I)c1.OB(O)c1ccc(C(F)(F)F)cc1. (3) Given the product NC(=O)OC[C@@H](N)Cc1ccccc1F, predict the reactants needed to synthesize it. The reactants are: CC(C)(C)OC(=O)N[C@H](COC(N)=O)Cc1ccccc1F. (4) Given the product Cc1ccc(-n2cc(-c3nccs3)nc2-c2ccc(Nc3ncccc3[N+](=O)[O-])cc2)cn1, predict the reactants needed to synthesize it. The reactants are: Cc1ccc(-n2cc(-c3nccs3)nc2-c2ccc(I)cc2)cn1.Nc1ncccc1[N+](=O)[O-]. (5) Given the product CC(C)(C)C(=O)NCc1ccc(OC(F)(F)F)cc1, predict the reactants needed to synthesize it. The reactants are: CC(C)(C)C(=O)Cl.NCc1ccc(OC(F)(F)F)cc1. (6) Given the product CCc1ccc(Cl)cc1C(=O)OC, predict the reactants needed to synthesize it. The reactants are: CCB(O)O.COC(=O)c1cc(Cl)ccc1Br.